From a dataset of Reaction yield outcomes from USPTO patents with 853,638 reactions. Predict the reaction yield, written as a fraction of the theoretical maximum amount of product (1.0 means a 100% yield; for example, 0.34 means a 34% yield). (1) The reactants are [F:1][C:2]1[CH:32]=[CH:31][C:5]([O:6][C:7]2[CH:30]=[CH:29][C:10]([CH2:11][S:12][C:13]3[NH:14][CH:15]=[C:16]([CH2:20][C:21]4[CH:22]=[N:23][C:24]([O:27][CH3:28])=[N:25][CH:26]=4)[C:17](=[O:19])[N:18]=3)=[CH:9][CH:8]=2)=[CH:4][CH:3]=1.[CH3:33][CH2:34]N(C(C)C)C(C)C.C(I)C. The catalyst is ClCCCl. The product is [CH2:33]([N:14]1[CH:15]=[C:16]([CH2:20][C:21]2[CH:26]=[N:25][C:24]([O:27][CH3:28])=[N:23][CH:22]=2)[C:17](=[O:19])[N:18]=[C:13]1[S:12][CH2:11][C:10]1[CH:29]=[CH:30][C:7]([O:6][C:5]2[CH:4]=[CH:3][C:2]([F:1])=[CH:32][CH:31]=2)=[CH:8][CH:9]=1)[CH3:34]. The yield is 0.0564. (2) The reactants are [C:1]([O:5][C:6]([N:8]1[CH2:14][CH:13]2[CH:9]1[CH2:10][NH:11][CH2:12]2)=[O:7])([CH3:4])([CH3:3])[CH3:2].[Cl:15][C:16]1[CH:21]=[C:20]([Cl:22])[CH:19]=[CH:18][C:17]=1[CH2:23][N:24]=[C:25]=[O:26]. No catalyst specified. The product is [C:1]([O:5][C:6]([N:8]1[CH2:14][CH:13]2[CH:9]1[CH2:10][N:11]([C:25](=[O:26])[NH:24][CH2:23][C:17]1[CH:18]=[CH:19][C:20]([Cl:22])=[CH:21][C:16]=1[Cl:15])[CH2:12]2)=[O:7])([CH3:4])([CH3:2])[CH3:3]. The yield is 0.880. (3) The reactants are Cl[C:2]1[C:3](/[CH:21]=[N:22]\[NH:23][S:24]([C:27]2[CH:32]=[CH:31][CH:30]=[CH:29][CH:28]=2)(=[O:26])=[O:25])=[C:4]([N:8]2[CH2:13][CH2:12][N:11]([C:14]([O:16][C:17]([CH3:20])([CH3:19])[CH3:18])=[O:15])[CH2:10][CH2:9]2)[CH:5]=[CH:6][CH:7]=1.C([O-])([O-])=O.[K+].[K+]. The catalyst is C1(C)C=CC=CC=1.[Cu]Cl. The product is [C:27]1([S:24]([N:23]2[C:2]3[C:3](=[C:4]([N:8]4[CH2:13][CH2:12][N:11]([C:14]([O:16][C:17]([CH3:20])([CH3:19])[CH3:18])=[O:15])[CH2:10][CH2:9]4)[CH:5]=[CH:6][CH:7]=3)[CH:21]=[N:22]2)(=[O:26])=[O:25])[CH:32]=[CH:31][CH:30]=[CH:29][CH:28]=1. The yield is 0.855. (4) The reactants are [Cl:1][C:2]1[CH:7]=[CH:6][N:5]=[C:4]([N:8]2[CH2:20][CH2:19][C:18]3[N:17]4[C:12]([CH2:13][CH2:14][CH2:15][CH2:16]4)=[CH:11][C:10]=3[C:9]2=[O:21])[C:3]=1[CH2:22][OH:23].C(N(CC)CC)C.[C:31](Cl)(=[O:33])[CH3:32]. The catalyst is ClCCl. The product is [C:31]([O:23][CH2:22][C:3]1[C:4]([N:8]2[CH2:20][CH2:19][C:18]3[N:17]4[C:12]([CH2:13][CH2:14][CH2:15][CH2:16]4)=[CH:11][C:10]=3[C:9]2=[O:21])=[N:5][CH:6]=[CH:7][C:2]=1[Cl:1])(=[O:33])[CH3:32]. The yield is 0.900. (5) The reactants are [CH2:1]([C@H:3]1[C@@H:7]([C:8]2[N:12]3[C:13]4[CH:19]=[CH:18][N:17](S(C5C=CC(C)=CC=5)(=O)=O)[C:14]=4[N:15]=[CH:16][C:11]3=[N:10][N:9]=2)[CH2:6][C@@H:5]([NH:30][S:31]([CH:34]2[CH2:36][CH2:35]2)(=[O:33])=[O:32])[CH2:4]1)[CH3:2].O1CCOCC1.[OH-].[Na+].CCOC(C)=O. The catalyst is O.CO. The product is [CH2:1]([C@H:3]1[C@@H:7]([C:8]2[N:12]3[C:13]4[CH:19]=[CH:18][NH:17][C:14]=4[N:15]=[CH:16][C:11]3=[N:10][N:9]=2)[CH2:6][C@@H:5]([NH:30][S:31]([CH:34]2[CH2:36][CH2:35]2)(=[O:33])=[O:32])[CH2:4]1)[CH3:2]. The yield is 0.670. (6) The reactants are [NH:1]1[C:9]2[C:4](=[CH:5][CH:6]=[C:7]([C:10]([N:12]3[CH2:18][C:17]4([CH3:20])[CH2:19][CH:13]3[CH2:14][C:15]([CH3:22])([CH3:21])[CH2:16]4)=[O:11])[CH:8]=2)[CH:3]=[CH:2]1.[I-].[CH3:24][NH2+:25][CH3:26].[CH2:27](Cl)Cl. No catalyst specified. The product is [CH3:24][N:25]([CH2:27][C:3]1[C:4]2[C:9](=[CH:8][C:7]([C:10]([N:12]3[CH2:18][C:17]4([CH3:20])[CH2:19][CH:13]3[CH2:14][C:15]([CH3:22])([CH3:21])[CH2:16]4)=[O:11])=[CH:6][CH:5]=2)[NH:1][CH:2]=1)[CH3:26]. The yield is 0.230. (7) The reactants are [S:1]1[CH:5]=[CH:4][CH:3]=[CH:2]1.C1COCC1.C([Li])CCC.Br[CH2:17][CH2:18][CH2:19][CH2:20][CH2:21][CH2:22][CH2:23][CH3:24]. The catalyst is CCCCCC.O. The product is [CH2:17]([C:2]1[S:1][CH:5]=[CH:4][CH:3]=1)[CH2:18][CH2:19][CH2:20][CH2:21][CH2:22][CH2:23][CH3:24]. The yield is 0.978.